Dataset: Orexin1 receptor HTS with 218,158 compounds and 233 confirmed actives. Task: Binary Classification. Given a drug SMILES string, predict its activity (active/inactive) in a high-throughput screening assay against a specified biological target. The drug is s1c2nc(SCC(=O)c3c(n(c(=O)n(c3=O)C)C)N)n(c(=O)c2c(c1C)C)CC=C. The result is 0 (inactive).